From a dataset of Forward reaction prediction with 1.9M reactions from USPTO patents (1976-2016). Predict the product of the given reaction. Given the reactants CC(C)([O-])C.[K+].[NH:7]1[C:11]2[CH:12]=[CH:13][CH:14]=[CH:15][C:10]=2[N:9]=[CH:8]1.Br[CH:17]([CH3:31])[C:18]([NH:20][C:21]1[CH:26]=[CH:25][CH:24]=[C:23]([C:27]([F:30])([F:29])[F:28])[CH:22]=1)=[O:19], predict the reaction product. The product is: [N:7]1([CH:17]([CH3:31])[C:18]([NH:20][C:21]2[CH:26]=[CH:25][CH:24]=[C:23]([C:27]([F:28])([F:29])[F:30])[CH:22]=2)=[O:19])[C:11]2[CH:12]=[CH:13][CH:14]=[CH:15][C:10]=2[N:9]=[CH:8]1.